The task is: Predict the product of the given reaction.. This data is from Forward reaction prediction with 1.9M reactions from USPTO patents (1976-2016). Given the reactants C(O[C:4]([C:6]1[CH:7]=[C:8]2[C:12](=[CH:13][CH:14]=1)[NH:11][N:10]=[CH:9]2)=[O:5])C.[CH2:15]([Mg]Br)[CH3:16].[CH2:19]1COC[CH2:20]1, predict the reaction product. The product is: [NH:11]1[C:12]2[C:8](=[CH:7][C:6]([C:4]([OH:5])([CH2:15][CH3:16])[CH2:19][CH3:20])=[CH:14][CH:13]=2)[CH:9]=[N:10]1.